This data is from CYP2C9 inhibition data for predicting drug metabolism from PubChem BioAssay. The task is: Regression/Classification. Given a drug SMILES string, predict its absorption, distribution, metabolism, or excretion properties. Task type varies by dataset: regression for continuous measurements (e.g., permeability, clearance, half-life) or binary classification for categorical outcomes (e.g., BBB penetration, CYP inhibition). Dataset: cyp2c9_veith. (1) The compound is Cc1ccc(Cn2nc(-c3ccccc3)nc2-c2ccccc2)cc1. The result is 1 (inhibitor). (2) The compound is COc1ccc(/C=N/n2c(C)nnc2C)c(OC)c1OC. The result is 0 (non-inhibitor). (3) The drug is O=C(CSc1ncnc2nc[nH]c12)c1ccccc1. The result is 0 (non-inhibitor). (4) The drug is Cn1c(=O)c2[nH]c(CCC(=O)O)nc2n(C)c1=O. The result is 0 (non-inhibitor). (5) The drug is CCN(CC)CCn1ncc2c(N)ncnc21. The result is 0 (non-inhibitor). (6) The compound is FC(F)(F)c1ccccc1-c1ccc2ncnc(N3CCOCC3)c2c1. The result is 0 (non-inhibitor).